Dataset: Reaction yield outcomes from USPTO patents with 853,638 reactions. Task: Predict the reaction yield, written as a fraction of the theoretical maximum amount of product (1.0 means a 100% yield; for example, 0.34 means a 34% yield). (1) The reactants are [CH3:1][NH:2][CH2:3][CH2:4][OH:5].Br[C:7]1[CH:8]=[N:9][C:10]([N:13]2[CH2:18][CH2:17][CH:16]([C:19]3[C:28]([CH:29]([F:40])[C:30]4[CH:35]=[CH:34][C:33]([C:36]([F:39])([F:38])[F:37])=[CH:32][CH:31]=4)=[C:27]([CH:41]4[CH2:46][CH2:45][C:44]([F:48])([F:47])[CH2:43][CH2:42]4)[C:26]4[CH:25]([O:49][CH2:50][C:51]5[CH:56]=[CH:55][C:54]([O:57][CH3:58])=[CH:53][CH:52]=5)[CH2:24][C:23]([CH3:60])([CH3:59])[CH2:22][C:21]=4[N:20]=3)[CH2:15][CH2:14]2)=[N:11][CH:12]=1. No catalyst specified. The product is [F:48][C:44]1([F:47])[CH2:43][CH2:42][CH:41]([C:27]2[C:26]3[CH:25]([O:49][CH2:50][C:51]4[CH:52]=[CH:53][C:54]([O:57][CH3:58])=[CH:55][CH:56]=4)[CH2:24][C:23]([CH3:59])([CH3:60])[CH2:22][C:21]=3[N:20]=[C:19]([CH:16]3[CH2:17][CH2:18][N:13]([C:10]4[N:11]=[CH:12][C:7]([N:2]([CH2:3][CH2:4][OH:5])[CH3:1])=[CH:8][N:9]=4)[CH2:14][CH2:15]3)[C:28]=2[CH:29]([F:40])[C:30]2[CH:35]=[CH:34][C:33]([C:36]([F:37])([F:39])[F:38])=[CH:32][CH:31]=2)[CH2:46][CH2:45]1. The yield is 0.260. (2) The reactants are [F:1][C:2]([C:5]1[NH:6][C:7]2[C:12]([CH:13]=1)=[C:11]([C:14]([F:17])([F:16])[F:15])[C:10]([C:18]#[N:19])=[CH:9][CH:8]=2)([F:4])[CH3:3].C([O-])([O-])=O.[Cs+].[Cs+].Cl[CH2:27][C:28]1[N:32]=[C:31]([C:33]2[CH:38]=[C:37]([F:39])[CH:36]=[C:35]([F:40])[CH:34]=2)[O:30][N:29]=1.CC#N. The catalyst is CCOC(C)=O. The product is [F:4][C:2]([C:5]1[N:6]([CH2:27][C:28]2[N:32]=[C:31]([C:33]3[CH:38]=[C:37]([F:39])[CH:36]=[C:35]([F:40])[CH:34]=3)[O:30][N:29]=2)[C:7]2[C:12]([CH:13]=1)=[C:11]([C:14]([F:15])([F:17])[F:16])[C:10]([C:18]#[N:19])=[CH:9][CH:8]=2)([F:1])[CH3:3]. The yield is 0.760. (3) The reactants are Cl[C:2]1[N:7]=[C:6]([NH:8][CH2:9][C:10]2[CH:15]=[CH:14][CH:13]=[C:12]([O:16][CH3:17])[CH:11]=2)[C:5]([Cl:18])=[CH:4][N:3]=1.[NH2:19][C:20]1[CH:21]=[C:22]([CH2:26][CH2:27][OH:28])[CH:23]=[CH:24][CH:25]=1.O.C1(C)C=CC(S(O)(=O)=O)=CC=1.C([O-])(O)=O.[Na+]. The catalyst is O1CCOCC1. The product is [Cl:18][C:5]1[C:6]([NH:8][CH2:9][C:10]2[CH:15]=[CH:14][CH:13]=[C:12]([O:16][CH3:17])[CH:11]=2)=[N:7][C:2]([NH:19][C:20]2[CH:21]=[C:22]([CH2:26][CH2:27][OH:28])[CH:23]=[CH:24][CH:25]=2)=[N:3][CH:4]=1. The yield is 0.740. (4) The reactants are Cl.Cl.[CH3:3][O:4][C:5]1[N:10]=[CH:9][C:8]([CH2:11][CH2:12][NH2:13])=[CH:7][CH:6]=1.[CH3:14][C:15]1([CH3:23])[CH2:21][C:20](=O)[O:19][C:17](=[O:18])[CH2:16]1.C(N(CC)CC)C.C(N1C=CN=C1)(N1C=CN=C1)=O. The catalyst is ClCCl. The product is [CH3:3][O:4][C:5]1[N:10]=[CH:9][C:8]([CH2:11][CH2:12][N:13]2[C:17](=[O:18])[CH2:16][C:15]([CH3:23])([CH3:14])[CH2:21][C:20]2=[O:19])=[CH:7][CH:6]=1. The yield is 1.06. (5) The reactants are [F:1][C:2]1[CH:3]=[C:4]([OH:11])[CH:5]=[CH:6][C:7]=1[N+:8]([O-:10])=[O:9].[F:12][C:13]([F:26])([F:25])[S:14](O[S:14]([C:13]([F:26])([F:25])[F:12])(=[O:16])=[O:15])(=[O:16])=[O:15].C(N(CC)CC)C. The catalyst is C(Cl)Cl. The product is [F:12][C:13]([F:26])([F:25])[S:14]([O:11][C:4]1[CH:5]=[CH:6][C:7]([N+:8]([O-:10])=[O:9])=[C:2]([F:1])[CH:3]=1)(=[O:16])=[O:15]. The yield is 0.851. (6) The reactants are S([C:5]1[CH:11]=[CH:10][C:8]([CH3:9])=[CH:7][CH:6]=1)(O)(=O)=O.CNCCCCC=CCC.C(N1C[C@@H](O)C[C@H]1C(O)=O)(OC(C)(C)C)=O.[CH2:38]([N:44]([CH3:60])[C:45]([C@@H:47]1[CH2:51][C@@H:50]([OH:52])[CH2:49][N:48]1[C:53]([O:55][C:56]([CH3:59])([CH3:58])[CH3:57])=[O:54])=[O:46])CCCC=C. No catalyst specified. The product is [CH2:38]([N:44]([CH3:60])[C:45]([C@@H:47]1[CH2:51][C@@H:50]([OH:52])[CH2:49][N:48]1[C:53]([O:55][C:56]([CH3:58])([CH3:57])[CH3:59])=[O:54])=[O:46])[CH2:7][CH2:6][CH2:5][CH2:11][CH:10]=[CH:8][CH3:9]. The yield is 1.00.